The task is: Predict the product of the given reaction.. This data is from Forward reaction prediction with 1.9M reactions from USPTO patents (1976-2016). (1) Given the reactants [C:1]1([C@@H:7]([NH:10][C:11]([C:13]2[C:22]3[C:17](=[CH:18][CH:19]=[CH:20][CH:21]=3)[N:16]=[C:15]([C:23]3[CH:28]=[CH:27][CH:26]=[CH:25][CH:24]=3)[C:14]=2[CH2:29][N:30]2[CH2:35][CH2:34][NH:33][CH2:32][CH2:31]2)=[O:12])[CH2:8][CH3:9])[CH:6]=[CH:5][CH:4]=[CH:3][CH:2]=1.[C:36]1(=[O:42])[O:41][C:39](=[O:40])[CH2:38][CH2:37]1.[CH3:43]C(C)=O, predict the reaction product. The product is: [CH3:9][CH:8]([CH3:43])[C@H:7]([NH:10][C:11]([C:13]1[C:22]2[C:17](=[CH:18][CH:19]=[CH:20][CH:21]=2)[N:16]=[C:15]([C:23]2[CH:24]=[CH:25][CH:26]=[CH:27][CH:28]=2)[C:14]=1[CH2:29][N:30]1[CH2:31][CH2:32][N:33]([C:36](=[O:42])[CH2:37][CH2:38][C:39]([OH:41])=[O:40])[CH2:34][CH2:35]1)=[O:12])[C:1]1[CH:2]=[CH:3][CH:4]=[CH:5][CH:6]=1. (2) Given the reactants CN(C)/[CH:3]=[CH:4]/[C:5]([C:7]1[CH:17]=[CH:16][C:10]([C:11]([O:13][CH2:14][CH3:15])=[O:12])=[CH:9][CH:8]=1)=O.C(=O)([O-])[O-].[K+].[K+].[C:25]([NH:28][C:29]1[CH:37]=[CH:36][C:32]([C:33]([NH2:35])=[O:34])=[CH:31][CH:30]=1)(=[NH:27])[NH2:26], predict the reaction product. The product is: [C:33]([C:32]1[CH:36]=[CH:37][C:29]([NH:28][C:25]2[N:26]=[C:5]([C:7]3[CH:17]=[CH:16][C:10]([C:11]([O:13][CH2:14][CH3:15])=[O:12])=[CH:9][CH:8]=3)[CH:4]=[CH:3][N:27]=2)=[CH:30][CH:31]=1)(=[O:34])[NH2:35]. (3) Given the reactants Cl.C(OC([N:9]1[CH2:13][C@H:12]([CH3:14])[CH2:11][C@H:10]1[C:15]1[NH:16][CH:17]=[C:18]([C:20]2[CH:21]=[C:22]3[C:27](=[CH:28][CH:29]=2)[CH:26]=[C:25]([C:30]2[CH:35]=[CH:34][C:33]([C:36]4[N:37]=[C:38]([C@@H:41]5[CH2:45][C@@H:44]([CH3:46])[CH2:43][N:42]5C(OC(C)(C)C)=O)[NH:39][CH:40]=4)=[CH:32][CH:31]=2)[CH:24]=[CH:23]3)[N:19]=1)=O)(C)(C)C, predict the reaction product. The product is: [CH3:46][C@H:44]1[CH2:43][NH:42][C@H:41]([C:38]2[NH:39][CH:40]=[C:36]([C:33]3[CH:34]=[CH:35][C:30]([C:25]4[CH:24]=[CH:23][C:22]5[C:27](=[CH:28][CH:29]=[C:20]([C:18]6[N:19]=[C:15]([C@@H:10]7[CH2:11][C@@H:12]([CH3:14])[CH2:13][NH:9]7)[NH:16][CH:17]=6)[CH:21]=5)[CH:26]=4)=[CH:31][CH:32]=3)[N:37]=2)[CH2:45]1. (4) Given the reactants [CH2:1]([N:8]([CH2:25][C@H:26]([O:39][CH:40]([O:42][CH2:43][CH3:44])[CH3:41])[CH2:27]OS(C1C=CC(C)=CC=1)(=O)=O)[C@@H:9]([CH2:20][C:21]([O:23][CH3:24])=[O:22])[C:10]([O:12][CH2:13][C:14]1[CH:19]=[CH:18][CH:17]=[CH:16][CH:15]=1)=[O:11])[C:2]1[CH:7]=[CH:6][CH:5]=[CH:4][CH:3]=1.C1(C)C=CC=CC=1.C[Si](C)(C)[N-][Si](C)(C)C.[Li+], predict the reaction product. The product is: [CH2:1]([N:8]1[CH2:25][C@H:26]([O:39][CH:40]([O:42][CH2:43][CH3:44])[CH3:41])[CH2:27][C@H:20]([C:21]([O:23][CH3:24])=[O:22])[C@H:9]1[C:10]([O:12][CH2:13][C:14]1[CH:19]=[CH:18][CH:17]=[CH:16][CH:15]=1)=[O:11])[C:2]1[CH:3]=[CH:4][CH:5]=[CH:6][CH:7]=1. (5) Given the reactants [Br:1][C:2]1[CH:3]=[C:4]([CH2:8][C:9]([OH:11])=[O:10])[CH:5]=[N:6][CH:7]=1.[CH2:12](O)[CH3:13], predict the reaction product. The product is: [Br:1][C:2]1[CH:3]=[C:4]([CH2:8][C:9]([O:11][CH2:12][CH3:13])=[O:10])[CH:5]=[N:6][CH:7]=1. (6) Given the reactants [CH2:1]([O:3][CH:4]([CH2:10][C:11]1[CH:16]=[CH:15][C:14]([OH:17])=[CH:13][CH:12]=1)[C:5]([O:7]CC)=[O:6])[CH3:2].P([O-])([O-])([O-])=O, predict the reaction product. The product is: [CH2:1]([O:3][C@@H:4]([CH2:10][C:11]1[CH:12]=[CH:13][C:14]([OH:17])=[CH:15][CH:16]=1)[C:5]([OH:7])=[O:6])[CH3:2].